From a dataset of Catalyst prediction with 721,799 reactions and 888 catalyst types from USPTO. Predict which catalyst facilitates the given reaction. Reactant: [BH4-].[Li+].C[O:4][C:5](=O)[CH2:6][CH:7]([C:10]1[CH:15]=[CH:14][C:13]([Br:16])=[CH:12][C:11]=1[CH3:17])[C:8]#[N:9].OS([O-])(=O)=O.[K+].[O-]S([O-])(=O)=O.[Na+].[Na+]. Product: [Br:16][C:13]1[CH:14]=[CH:15][C:10]([CH:7]([CH2:6][CH2:5][OH:4])[C:8]#[N:9])=[C:11]([CH3:17])[CH:12]=1. The catalyst class is: 1.